From a dataset of Merck oncology drug combination screen with 23,052 pairs across 39 cell lines. Regression. Given two drug SMILES strings and cell line genomic features, predict the synergy score measuring deviation from expected non-interaction effect. (1) Drug 1: CC(=O)OC1C(=O)C2(C)C(O)CC3OCC3(OC(C)=O)C2C(OC(=O)c2ccccc2)C2(O)CC(OC(=O)C(O)C(NC(=O)c3ccccc3)c3ccccc3)C(C)=C1C2(C)C. Cell line: UWB1289BRCA1. Drug 2: C#Cc1cccc(Nc2ncnc3cc(OCCOC)c(OCCOC)cc23)c1. Synergy scores: synergy=19.0. (2) Cell line: UWB1289BRCA1. Drug 1: CN(Cc1cnc2nc(N)nc(N)c2n1)c1ccc(C(=O)NC(CCC(=O)O)C(=O)O)cc1. Synergy scores: synergy=-10.9. Drug 2: CNC(=O)c1cc(Oc2ccc(NC(=O)Nc3ccc(Cl)c(C(F)(F)F)c3)cc2)ccn1. (3) Drug 1: CN1C(=O)C=CC2(C)C3CCC4(C)C(NC(=O)OCC(F)(F)F)CCC4C3CCC12. Drug 2: O=C(CCCCCCC(=O)Nc1ccccc1)NO. Cell line: NCIH520. Synergy scores: synergy=0.629. (4) Drug 1: NC1(c2ccc(-c3nc4ccn5c(=O)[nH]nc5c4cc3-c3ccccc3)cc2)CCC1. Drug 2: C#Cc1cccc(Nc2ncnc3cc(OCCOC)c(OCCOC)cc23)c1. Cell line: KPL1. Synergy scores: synergy=56.1. (5) Drug 1: COc1cccc2c1C(=O)c1c(O)c3c(c(O)c1C2=O)CC(O)(C(=O)CO)CC3OC1CC(N)C(O)C(C)O1. Drug 2: Cn1cc(-c2cnn3c(N)c(Br)c(C4CCCNC4)nc23)cn1. Cell line: NCIH520. Synergy scores: synergy=24.5.